Dataset: Forward reaction prediction with 1.9M reactions from USPTO patents (1976-2016). Task: Predict the product of the given reaction. Given the reactants [NH2:1][C:2]1[S:3][CH2:4][CH2:5][N:6]=1.Br[CH2:8][C:9]1[CH:10]=[CH:11][C:12]([Cl:15])=[N:13][CH:14]=1, predict the reaction product. The product is: [Cl:15][C:12]1[N:13]=[CH:14][C:9]([CH2:8][N:6]2[CH2:5][CH2:4][S:3][C:2]2=[NH:1])=[CH:10][CH:11]=1.[Cl:15][C:12]1[N:13]=[CH:14][C:9]([CH2:8][N:6]2[CH2:5][CH2:4][S:3][C:2]2=[N:1][CH2:8][C:9]2[CH:14]=[N:13][C:12]([Cl:15])=[CH:11][CH:10]=2)=[CH:10][CH:11]=1.